Predict which catalyst facilitates the given reaction. From a dataset of Catalyst prediction with 721,799 reactions and 888 catalyst types from USPTO. (1) Product: [CH3:19][O:20][C:21]1[CH:28]=[CH:27][C:24]([CH2:25][O:1][C:2]2[CH:3]=[C:4]([CH2:8][NH:9][C:10](=[O:18])[C:11]3[CH:16]=[CH:15][CH:14]=[N:13][C:12]=3[NH2:17])[CH:5]=[CH:6][CH:7]=2)=[CH:23][CH:22]=1. The catalyst class is: 6. Reactant: [OH:1][C:2]1[CH:3]=[C:4]([CH2:8][NH:9][C:10](=[O:18])[C:11]2[CH:16]=[CH:15][CH:14]=[N:13][C:12]=2[NH2:17])[CH:5]=[CH:6][CH:7]=1.[CH3:19][O:20][C:21]1[CH:28]=[CH:27][C:24]([CH2:25]Cl)=[CH:23][CH:22]=1.C(=O)([O-])[O-].[Cs+].[Cs+].CN(C=O)C. (2) Reactant: [CH3:1][C:2]1[N:6]=[C:5]([CH3:7])[N:4]([CH:8]([C:19](=O)[CH3:20])[C:9]([O:11]CC2C=CC=CC=2)=O)[N:3]=1.[NH2:22][NH2:23]. The catalyst class is: 14. Product: [CH3:1][C:2]1[N:6]=[C:5]([CH3:7])[N:4]([C:8]2[C:19]([CH3:20])=[N:23][NH:22][C:9]=2[OH:11])[N:3]=1. (3) Reactant: [CH3:1][O-:2].[Na+].[Br:4][C:5]1[CH:10]=[CH:9][CH:8]=[C:7](Br)[N:6]=1. Product: [Br:4][C:5]1[CH:10]=[CH:9][CH:8]=[C:7]([O:2][CH3:1])[N:6]=1. The catalyst class is: 5.